Dataset: Catalyst prediction with 721,799 reactions and 888 catalyst types from USPTO. Task: Predict which catalyst facilitates the given reaction. (1) Reactant: C[O:2][C:3]([C:5]1[C:9]([CH3:10])=[C:8]([C:11]2[CH:16]=[CH:15][CH:14]=[CH:13][C:12]=2[C:17]([F:20])([F:19])[F:18])[N:7]([CH3:21])[N:6]=1)=[O:4].[OH-].[Na+]. Product: [CH3:21][N:7]1[C:8]([C:11]2[CH:16]=[CH:15][CH:14]=[CH:13][C:12]=2[C:17]([F:19])([F:20])[F:18])=[C:9]([CH3:10])[C:5]([C:3]([OH:4])=[O:2])=[N:6]1. The catalyst class is: 5. (2) Reactant: Cl[CH2:2][CH2:3][N:4]([CH2:11][CH3:12])[C:5]1[CH:10]=[CH:9][CH:8]=[CH:7][CH:6]=1.C([O-])([O-])=O.[K+].[K+].[C:19]1([CH:26]=[CH:25][C:23]([OH:24])=[CH:22][CH:21]=1)[OH:20]. Product: [CH2:11]([N:4]([C:5]1[CH:10]=[CH:9][CH:8]=[CH:7][CH:6]=1)[CH2:3][CH2:2][O:20][C:19]1[CH:26]=[CH:25][C:23]([OH:24])=[CH:22][CH:21]=1)[CH3:12]. The catalyst class is: 3. (3) Reactant: C([O:5][C:6](=[O:37])[CH2:7][CH:8]([NH:11][S:12]([C:15]1[CH:20]=[CH:19][C:18]([C:21](=[O:23])[NH2:22])=[CH:17][C:16]=1[O:24][CH2:25][CH2:26][C:27]1[C:36]2[C:31](=[CH:32][CH:33]=[CH:34][CH:35]=2)[CH:30]=[CH:29][CH:28]=1)(=[O:14])=[O:13])[CH:9]=[O:10])(C)(C)C.FC(F)(F)C(O)=O. Product: [C:21]([C:18]1[CH:19]=[CH:20][C:15]([S:12]([NH:11][CH:8]([CH:9]=[O:10])[CH2:7][C:6]([OH:37])=[O:5])(=[O:13])=[O:14])=[C:16]([O:24][CH2:25][CH2:26][C:27]2[C:36]3[C:31](=[CH:32][CH:33]=[CH:34][CH:35]=3)[CH:30]=[CH:29][CH:28]=2)[CH:17]=1)(=[O:23])[NH2:22]. The catalyst class is: 46.